This data is from Drug-target binding data from BindingDB using IC50 measurements. The task is: Regression. Given a target protein amino acid sequence and a drug SMILES string, predict the binding affinity score between them. We predict pIC50 (pIC50 = -log10(IC50 in M); higher means more potent). Dataset: bindingdb_ic50. (1) The drug is O=C1Oc2cc(O)ccc2/C1=C\c1ccc(O)cc1. The target protein (P00970) has sequence MILKILNEIASIGSTKQKQAILEKNKDNELLKRVYRLTYSRGLQYYIKKWPKPGIATQSFGMLTLTDMLDFIEFTLATRKLTGNAAIEELTGYITDGKKDDVEVLRRVMMRDLECGASVSIANKVWPGLIPEQPQMLASSYDEKGINKNIKFPAFAQLKADGARCFAEVRGDELDDVRLLSRAGNEYLGLDLLKEELIKMTAEARQIHPEGVLIDGELVYHEQVKKEPEGLDFLFDAYPENSKAKEFAEVAESRTASNGIANKSLKGTISEKEAQCMKFQVWDYVPLVEIYSLPAFRLKYDVRFSKLEQMTSGYDKVILIENQVVNNLDEAKVIYKKYIDQGLEGIILKNIDGLWENARSKNLYKFKEVIDVDLKIVGIYPHRKDPTKAGGFILESECGKIKVNAGSGLKDKAGVKSHELDRTRIMENQNYYIGKILECECNGWLKSDGRTDYVKLFLPIAIRLREDKTKANTFEDVFGDFHEVTGL. The pIC50 is 3.4. (2) The drug is C=CCCC[C@](C)(NC(=O)[C@H](CC(=O)O)NC(=O)CNC(=O)[C@@H](NC(=O)[C@](C)(CCCC=C)NC(=O)[C@H](CCCNC(=N)N)NC(=O)[C@H](CC(C)C)NC(=O)[C@H](CCC(=O)O)NC(=O)[C@H](CCC(N)=O)NC(=O)[C@H](C)NC(=O)C(CNC(=O)CCl)NC(C)=O)[C@@H](C)CC)C(=O)N[C@@H](Cc1ccccc1)C(=O)N[C@@H](CC(N)=O)C(=O)N[C@@H](C)C(=O)N[C@@H](Cc1ccc(O)cc1)C(=O)N[C@@H](Cc1ccc(O)cc1)C(=O)N[C@@H](C)C(=O)N[C@@H](CCCNC(=N)N)C(=O)N[C@@H](CCCNC(=N)N)C(N)=O. The target protein sequence is MHHHHHHSSGVDLGTENLYFQSMTDCEFGYIYRLAQDYLQCVLQIPQPGSGPSKTSRVLQNVAFSVQKEVEKNLKSCLDNVNVVSVDTARTLFNQVMEKEFEDGIINWGRIVTIFAFEGILIKKLLRQQIAPDVDTYKEISYFVAEFIMNNTGEWIRQNGGWENGFVKKFE. The pIC50 is 7.8. (3) The small molecule is CCc1c(C(=O)C(N)=O)c2c(OC)cccn2c1Cc1ccccc1-c1ccccc1. The target protein (P31482) has sequence MKVLLLLAASIMAFGSIQVQGNIAQFGEMIRLKTGKRAELSYAFYGCHCGLGGKGSPKDATDRCCVTHDCCYKSLEKSGCGTKLLKYKYSHQGGQITCSANQNSCQKRLCQCDKAAAECFARNKKTYSLKYQFYPNMFCKGKKPKC. The pIC50 is 5.8. (4) The compound is Cn1ncc2cccc(-n3nc(COC(C)(C)C(=O)O)cc3-c3cccc(OCC4CCC4)c3)c21. The target protein (O15427) has sequence MGGAVVDEGPTGVKAPDGGWGWAVLFGCFVITGFSYAFPKAVSVFFKELIQEFGIGYSDTAWISSILLAMLYGTGPLCSVCVNRFGCRPVMLVGGLFASLGMVAASFCRSIIQVYLTTGVITGLGLALNFQPSLIMLNRYFSKRRPMANGLAAAGSPVFLCALSPLGQLLQDRYGWRGGFLILGGLLLNCCVCAALMRPLVVTAQPGSGPPRPSRRLLDLSVFRDRGFVLYAVAASVMVLGLFVPPVFVVSYAKDLGVPDTKAAFLLTILGFIDIFARPAAGFVAGLGKVRPYSVYLFSFSMFFNGLADLAGSTAGDYGGLVVFCIFFGISYGMVGALQFEVLMAIVGTHKFSSAIGLVLLMEAVAVLVGPPSGGKLLDATHVYMYVFILAGAEVLTSSLILLLGNFFCIRKKPKEPQPEVAAAEEEKLHKPPADSGVDLREVEHFLKAEPEKNGEVVHTPETSV. The pIC50 is 8.7. (5) The drug is COC(=O)C1=C(c2ccc(Br)cc2)CC2CCC1S2. The target protein (Q9MYX0) has sequence METTPLNSQKQLSACKDGEDCQENGVLQKVVPTPGDKVESGQISNGYSAVPSPGAGDDTRHSIPAATTTLVAELHQGERETWGKKVDFLLSVIGYAVDLGNVWRFPYICYQNGGGAFLIPYTIMAIFGGIPLFYMELALGQYHRNGCISIWRKICPIFKGIGYAICIIAFYIASYYNTIMAWALYYLISSFTDQLPWTSCKNSWNTGNCTNYFSEDNITWTLHSTSPAEEFYTRHVLQIHRSKGLQDLGGISWQLALCIMLIFTVIYFSIWKGVKTSGKVVWVTATFPYIILSVLLVRGATLPGAWRGVLFYLKPNWQKLLETGVWIDAAAQIFFSLGPGFGVLLAFASYNKFNNNCYQDALVTSVVNCMTSFVSGFVIFTVLGYMAEMRNEDVSEVAKDAGPSLLFITYAEAIANMPASTFFAIIFFLMLITLGLDSTFAGLEGVITAVLDEFPHIWAKRREWFVLAVVITCFFGSLVTLTFGGAYVVKLLEEYATGPA.... The pIC50 is 4.6.